Dataset: Peptide-MHC class I binding affinity with 185,985 pairs from IEDB/IMGT. Task: Regression. Given a peptide amino acid sequence and an MHC pseudo amino acid sequence, predict their binding affinity value. This is MHC class I binding data. (1) The binding affinity (normalized) is 0.898. The MHC is HLA-A01:01 with pseudo-sequence HLA-A01:01. The peptide sequence is ITYTDVLRY. (2) The peptide sequence is ISAGFSLWIY. The MHC is HLA-A23:01 with pseudo-sequence HLA-A23:01. The binding affinity (normalized) is 0.0508. (3) The peptide sequence is RPMTFKAAV. The MHC is HLA-A33:01 with pseudo-sequence HLA-A33:01. The binding affinity (normalized) is 0. (4) The peptide sequence is FPVTPQVPLR. The MHC is HLA-B45:01 with pseudo-sequence HLA-B45:01. The binding affinity (normalized) is 0. (5) The peptide sequence is RQFPFAFEF. The MHC is Mamu-B52 with pseudo-sequence Mamu-B52. The binding affinity (normalized) is 1.00. (6) The peptide sequence is RMMATKDSF. The MHC is HLA-A02:03 with pseudo-sequence HLA-A02:03. The binding affinity (normalized) is 0.0847. (7) The peptide sequence is LIDGRTSFY. The MHC is HLA-C04:01 with pseudo-sequence HLA-C04:01. The binding affinity (normalized) is 0.213. (8) The peptide sequence is VMYAFTTPLI. The MHC is HLA-A02:06 with pseudo-sequence HLA-A02:06. The binding affinity (normalized) is 0.774. (9) The binding affinity (normalized) is 0.677. The peptide sequence is RPLMESELVI. The MHC is HLA-B51:01 with pseudo-sequence HLA-B51:01.